From a dataset of Full USPTO retrosynthesis dataset with 1.9M reactions from patents (1976-2016). Predict the reactants needed to synthesize the given product. (1) Given the product [Cl:1][C:2]1[CH:8]=[C:7]2[C:5](=[CH:4][C:3]=1[OH:9])[O:6][CH:32]=[C:22]([C:18]1[CH:17]=[C:16]([CH:21]=[CH:20][CH:19]=1)[O:15][CH2:14][CH2:13][CH2:12][C:10]#[N:11])[C:23]2=[O:25], predict the reactants needed to synthesize it. The reactants are: [Cl:1][C:2]1[CH:8]=[CH:7][C:5]([OH:6])=[CH:4][C:3]=1[OH:9].[C:10]([CH2:12][CH2:13][CH2:14][O:15][C:16]1[CH:17]=[C:18]([CH2:22][C:23]([OH:25])=O)[CH:19]=[CH:20][CH:21]=1)#[N:11].P(Cl)(Cl)(Cl)(Cl)Cl.[CH3:32]N(C=O)C. (2) Given the product [CH3:19][O:18][CH:16]1[CH2:17][N:14]([C:12]([C:9]2[CH:8]=[CH:7][C:6]3[C:11](=[C:2]([C:29]4[CH:28]=[CH:27][C:26]([C:23]5[CH:24]=[CH:25][N:21]([CH3:20])[N:22]=5)=[CH:31][CH:30]=4)[CH:3]=[N:4][CH:5]=3)[N:10]=2)=[O:13])[CH2:15]1, predict the reactants needed to synthesize it. The reactants are: Br[C:2]1[CH:3]=[N:4][CH:5]=[C:6]2[C:11]=1[N:10]=[C:9]([C:12]([N:14]1[CH2:17][CH:16]([O:18][CH3:19])[CH2:15]1)=[O:13])[CH:8]=[CH:7]2.[CH3:20][N:21]1[CH:25]=[CH:24][C:23]([C:26]2[CH:31]=[CH:30][C:29](B3OC(C)(C)C(C)(C)O3)=[CH:28][CH:27]=2)=[N:22]1.[O-]P([O-])([O-])=O.[K+].[K+].[K+].